From a dataset of Full USPTO retrosynthesis dataset with 1.9M reactions from patents (1976-2016). Predict the reactants needed to synthesize the given product. (1) Given the product [C:1]([O:5][C:6]([C:8]1[C:9]([CH2:24][O:25][CH3:26])=[C:10]([C:14]([O:16][CH2:17][C:18]2[CH:19]=[CH:20][CH:21]=[CH:22][CH:23]=2)=[O:15])[S:11][C:12]=1[NH:13][C:28]([O:30][CH2:31][CH2:32][CH2:33][CH2:34][CH2:35][CH2:36][CH2:37][CH3:38])=[O:29])=[O:7])([CH3:4])([CH3:3])[CH3:2], predict the reactants needed to synthesize it. The reactants are: [C:1]([O:5][C:6]([C:8]1[C:9]([CH2:24][O:25][CH3:26])=[C:10]([C:14]([O:16][CH2:17][C:18]2[CH:23]=[CH:22][CH:21]=[CH:20][CH:19]=2)=[O:15])[S:11][C:12]=1[NH2:13])=[O:7])([CH3:4])([CH3:3])[CH3:2].Cl[C:28]([O:30][CH2:31][CH2:32][CH2:33][CH2:34][CH2:35][CH2:36][CH2:37][CH3:38])=[O:29]. (2) Given the product [CH3:1][O:2][CH2:3][C:4]1[CH:9]=[C:8]([C:10]2[O:12][N:23]=[C:22]([C:24]3[CH:25]=[C:26]([CH2:30][CH2:31][OH:32])[CH:27]=[CH:28][CH:29]=3)[N:21]=2)[CH:7]=[CH:6][C:5]=1[C:13]1[CH:18]=[CH:17][CH:16]=[CH:15][C:14]=1[CH3:19], predict the reactants needed to synthesize it. The reactants are: [CH3:1][O:2][CH2:3][C:4]1[CH:9]=[C:8]([C:10]([OH:12])=O)[CH:7]=[CH:6][C:5]=1[C:13]1[CH:18]=[CH:17][CH:16]=[CH:15][C:14]=1[CH3:19].O[N:21]=[C:22]([C:24]1[CH:29]=[CH:28][CH:27]=[C:26]([CH2:30][CH2:31][OH:32])[CH:25]=1)[NH2:23]. (3) Given the product [Cl:19][C:20]1[CH:27]=[CH:26][C:23]([CH2:24][NH:25][C:14]([C:3]2[CH:4]=[N:5][C:6]3[C:11]([C:2]=2[OH:1])=[CH:10][C:9]([I:12])=[C:8]([CH3:13])[N:7]=3)=[O:16])=[CH:22][CH:21]=1, predict the reactants needed to synthesize it. The reactants are: [OH:1][C:2]1[C:11]2[C:6](=[N:7][C:8]([CH3:13])=[C:9]([I:12])[CH:10]=2)[N:5]=[CH:4][C:3]=1[C:14]([O:16]CC)=O.[Cl:19][C:20]1[CH:27]=[CH:26][C:23]([CH2:24][NH2:25])=[CH:22][CH:21]=1. (4) Given the product [F:8][C:4]1[CH:5]=[CH:6][CH:7]=[C:2]([F:1])[C:3]=1[CH:9]1[NH:14][C:13]2[CH:15]=[CH:16][C:17]([C:29]3[CH:30]=[C:31]([C:36]4[O:37][CH:38]=[CH:39][N:40]=4)[CH:32]=[CH:33][C:34]=3[CH3:35])=[CH:18][C:12]=2[O:11][CH2:10]1, predict the reactants needed to synthesize it. The reactants are: [F:1][C:2]1[CH:7]=[CH:6][CH:5]=[C:4]([F:8])[C:3]=1[CH:9]1[NH:14][C:13]2[CH:15]=[CH:16][C:17](B3OC(C)(C)C(C)(C)O3)=[CH:18][C:12]=2[O:11][CH2:10]1.Br[C:29]1[CH:30]=[C:31]([C:36]2[O:37][CH:38]=[CH:39][N:40]=2)[CH:32]=[CH:33][C:34]=1[CH3:35].